This data is from Full USPTO retrosynthesis dataset with 1.9M reactions from patents (1976-2016). The task is: Predict the reactants needed to synthesize the given product. (1) Given the product [Cl:1][C:2]1[N:3]=[CH:4][N:5]([CH2:33][O:34][CH2:35][CH2:36][Si:37]([CH3:39])([CH3:38])[CH3:40])[C:6]=1[C:7]([NH:9][CH2:10][C:11]1[CH:16]=[CH:15][C:14]([Cl:17])=[C:13]([O:18][C:19]2[CH:24]=[C:23]([C:25]#[CH:26])[CH:22]=[C:21]([Cl:31])[CH:20]=2)[C:12]=1[F:32])=[O:8], predict the reactants needed to synthesize it. The reactants are: [Cl:1][C:2]1[N:3]=[CH:4][N:5]([CH2:33][O:34][CH2:35][CH2:36][Si:37]([CH3:40])([CH3:39])[CH3:38])[C:6]=1[C:7]([NH:9][CH2:10][C:11]1[CH:16]=[CH:15][C:14]([Cl:17])=[C:13]([O:18][C:19]2[CH:24]=[C:23]([C:25]#[C:26][Si](C)(C)C)[CH:22]=[C:21]([Cl:31])[CH:20]=2)[C:12]=1[F:32])=[O:8].CCCC[N+](CCCC)(CCCC)CCCC.[F-]. (2) Given the product [O:14]1[CH2:18][CH2:17][CH2:16][N:15]1[S:2]([NH:5][C:6](=[O:7])[O:12][C:8]([CH3:11])([CH3:10])[CH3:9])(=[O:4])=[O:3], predict the reactants needed to synthesize it. The reactants are: Cl[S:2]([N:5]=[C:6]=[O:7])(=[O:4])=[O:3].[C:8]([OH:12])([CH3:11])([CH3:10])[CH3:9].Cl.[O:14]1[CH2:18][CH2:17][CH2:16][NH:15]1. (3) Given the product [CH2:14]([N:4]1[C:5]2[CH:10]=[CH:9][CH:8]=[CH:7][C:6]=2[O:1][CH2:2][C:3]1=[O:11])[CH3:15], predict the reactants needed to synthesize it. The reactants are: [O:1]1[C:6]2[CH:7]=[CH:8][CH:9]=[CH:10][C:5]=2[NH:4][C:3](=[O:11])[CH2:2]1.[H-].[Na+].[CH2:14](I)[CH3:15]. (4) Given the product [C:16]([O:20][C:21]([NH:23][CH2:24][C@H:25]1[CH2:26][CH2:27][C@H:28]([C:31]([NH:9][C@H:8]([C:10]([O:12][CH3:13])=[O:11])[CH2:7][C:6]2[CH:5]=[CH:4][C:3]([I:2])=[CH:15][CH:14]=2)=[O:32])[CH2:29][CH2:30]1)=[O:22])([CH3:18])([CH3:19])[CH3:17], predict the reactants needed to synthesize it. The reactants are: Cl.[I:2][C:3]1[CH:15]=[CH:14][C:6]([CH2:7][C@@H:8]([C:10]([O:12][CH3:13])=[O:11])[NH2:9])=[CH:5][CH:4]=1.[C:16]([O:20][C:21]([NH:23][CH2:24][C@H:25]1[CH2:30][CH2:29][C@H:28]([C:31](O)=[O:32])[CH2:27][CH2:26]1)=[O:22])([CH3:19])([CH3:18])[CH3:17].C(N(CC)C(C)C)(C)C.C(P1(=O)OP(=O)(CCC)OP(=O)(CCC)O1)CC. (5) Given the product [Cl:1][C:2]1[CH:3]=[C:4]([C:8]2[C:9]3[N:18]([CH2:19][C@H:20]4[CH2:25][CH2:24][C@H:23]([CH3:26])[CH2:22][CH2:21]4)[CH:17]=[CH:16][C:10]=3[N:11]=[C:30]([C:29]([OH:27])=[O:31])[N:13]=2)[CH:5]=[CH:6][CH:7]=1, predict the reactants needed to synthesize it. The reactants are: [Cl:1][C:2]1[CH:3]=[C:4]([C:8]2[C:9]3[N:18]([CH2:19][C@H:20]4[CH2:25][CH2:24][C@H:23]([CH3:26])[CH2:22][CH2:21]4)[CH:17]=[CH:16][C:10]=3[N:11]=C(C#N)[N:13]=2)[CH:5]=[CH:6][CH:7]=1.[OH-:27].[Na+].[CH2:29]([OH:31])[CH3:30]. (6) Given the product [Si:1]([O:8][C:9]1[CH:10]=[C:11]([CH:14]=[CH:15][CH:16]=1)[CH2:12][NH:18][C@@H:19]([CH2:24][OH:25])[C:20]([O:22][CH3:23])=[O:21])([C:4]([CH3:7])([CH3:6])[CH3:5])([CH3:3])[CH3:2], predict the reactants needed to synthesize it. The reactants are: [Si:1]([O:8][C:9]1[CH:10]=[C:11]([CH:14]=[CH:15][CH:16]=1)[CH:12]=O)([C:4]([CH3:7])([CH3:6])[CH3:5])([CH3:3])[CH3:2].Cl.[NH2:18][C@@H:19]([CH2:24][OH:25])[C:20]([O:22][CH3:23])=[O:21].[O-]S([O-])(=O)=O.[Mg+2].[BH4-].[Na+].